Dataset: Forward reaction prediction with 1.9M reactions from USPTO patents (1976-2016). Task: Predict the product of the given reaction. (1) Given the reactants [CH3:1][C:2]1[CH:7]=[CH:6][C:5]([C:8](=[O:10])[CH3:9])=[CH:4][CH:3]=1.[O-]CC.[K+], predict the reaction product. The product is: [CH3:1][C:2]1[CH:7]=[CH:6][C:5]([CH:8]([OH:10])[CH3:9])=[CH:4][CH:3]=1. (2) Given the reactants [Br:1][C:2]1[C:3]([F:12])=[CH:4][C:5]([F:11])=[C:6]([C:8](=O)[CH3:9])[CH:7]=1.[CH3:13][C:14]([S@:17]([NH2:19])=[O:18])([CH3:16])[CH3:15].O, predict the reaction product. The product is: [Br:1][C:2]1[C:3]([F:12])=[CH:4][C:5]([F:11])=[C:6](/[C:8](=[N:19]/[S@@:17]([C:14]([CH3:16])([CH3:15])[CH3:13])=[O:18])/[CH3:9])[CH:7]=1. (3) Given the reactants [OH:1][CH2:2][CH:3]1[NH:7][C:6](=[O:8])[CH2:5][CH2:4]1.N1C=CN=C1.[Si:14](Cl)([C:27]([CH3:30])([CH3:29])[CH3:28])([C:21]1[CH:26]=[CH:25][CH:24]=[CH:23][CH:22]=1)[C:15]1[CH:20]=[CH:19][CH:18]=[CH:17][CH:16]=1, predict the reaction product. The product is: [Si:14]([O:1][CH2:2][CH:3]1[NH:7][C:6](=[O:8])[CH2:5][CH2:4]1)([C:27]([CH3:30])([CH3:29])[CH3:28])([C:21]1[CH:22]=[CH:23][CH:24]=[CH:25][CH:26]=1)[C:15]1[CH:20]=[CH:19][CH:18]=[CH:17][CH:16]=1. (4) Given the reactants [CH3:1][O:2][C:3](=[O:22])[CH2:4][C:5]1[CH:10]=[C:9]([CH:11]2[CH2:13][CH2:12]2)[CH:8]=[C:7]([O:14][Si](C(C)(C)C)(C)C)[CH:6]=1.O, predict the reaction product. The product is: [CH3:1][O:2][C:3](=[O:22])[CH2:4][C:5]1[CH:6]=[C:7]([OH:14])[CH:8]=[C:9]([CH:11]2[CH2:12][CH2:13]2)[CH:10]=1. (5) The product is: [N:1]1[CH:6]=[CH:5][CH:4]=[CH:3][C:2]=1[C:7]1[N:15]2[C:10]([CH:11]=[CH:12][CH:13]=[CH:14]2)=[CH:9][C:8]=1[CH:16]([NH:18][C:20]1[C:21]([C:27]#[C:28][CH2:29][O:30][Si:31]([CH:32]([CH3:34])[CH3:33])([CH:35]([CH3:37])[CH3:36])[CH:38]([CH3:40])[CH3:39])=[C:22]([NH2:26])[N:23]=[CH:24][N:25]=1)[CH3:17]. Given the reactants [N:1]1[CH:6]=[CH:5][CH:4]=[CH:3][C:2]=1[C:7]1[N:15]2[C:10]([CH:11]=[CH:12][CH:13]=[CH:14]2)=[CH:9][C:8]=1[CH:16]([NH2:18])[CH3:17].Cl[C:20]1[N:25]=[CH:24][N:23]=[C:22]([NH2:26])[C:21]=1[C:27]#[C:28][CH2:29][O:30][Si:31]([CH:38]([CH3:40])[CH3:39])([CH:35]([CH3:37])[CH3:36])[CH:32]([CH3:34])[CH3:33].CCN(C(C)C)C(C)C, predict the reaction product. (6) The product is: [F:29][C:30]1[CH:35]=[CH:34][C:33]([O:1][C@H:2]([C:23]2[CH:24]=[CH:25][CH:26]=[CH:27][CH:28]=2)[CH2:3][CH2:4][N:5]2[CH2:10][CH2:9][CH:8]([C:11]3[CH:12]=[C:13]([NH:17][C:18](=[O:22])[CH:19]([CH3:21])[CH3:20])[CH:14]=[CH:15][CH:16]=3)[CH2:7][CH2:6]2)=[CH:32][CH:31]=1. Given the reactants [OH:1][C@@H:2]([C:23]1[CH:28]=[CH:27][CH:26]=[CH:25][CH:24]=1)[CH2:3][CH2:4][N:5]1[CH2:10][CH2:9][CH:8]([C:11]2[CH:12]=[C:13]([NH:17][C:18](=[O:22])[CH:19]([CH3:21])[CH3:20])[CH:14]=[CH:15][CH:16]=2)[CH2:7][CH2:6]1.[F:29][C:30]1[CH:35]=[CH:34][C:33](O)=[CH:32][CH:31]=1.C1(P(C2C=CC=CC=2)C2C=CC=CC=2)C=CC=CC=1.N(C(OCC)=O)=NC(OCC)=O.N, predict the reaction product. (7) Given the reactants C([O:3][C:4](=O)[CH2:5][C:6]([C@H:8]1[CH2:13][CH2:12][N:11]([C:14]([O:16][CH3:17])=[O:15])[C@@H:10]([CH2:18][C:19]2[CH:24]=[CH:23][CH:22]=[C:21]([C:25]([F:28])([F:27])[F:26])[CH:20]=2)[CH2:9]1)=[O:7])C.[OH-].[Na+].Cl.[NH2:33]O.Cl, predict the reaction product. The product is: [O:3]=[C:4]1[CH:5]=[C:6]([C@H:8]2[CH2:13][CH2:12][N:11]([C:14]([O:16][CH3:17])=[O:15])[C@@H:10]([CH2:18][C:19]3[CH:24]=[CH:23][CH:22]=[C:21]([C:25]([F:28])([F:27])[F:26])[CH:20]=3)[CH2:9]2)[O:7][NH:33]1. (8) Given the reactants [Br:1][C:2]1[CH:7]=[CH:6][CH:5]=[CH:4][C:3]=1[S:8]([CH2:11][C:12]([NH2:14])=[O:13])(=[O:10])=[O:9].ClCC(N1[CH2:24][CH2:23][O:22][CH2:21][CH2:20]1)=O, predict the reaction product. The product is: [Br:1][C:2]1[CH:7]=[CH:6][CH:5]=[CH:4][C:3]=1[S:8]([CH2:11][C:12]([N:14]1[CH2:24][CH2:23][O:22][CH2:21][CH2:20]1)=[O:13])(=[O:10])=[O:9]. (9) Given the reactants Br[CH2:2][C:3]([C:5]1[CH:10]=[CH:9][C:8]([F:11])=[CH:7][C:6]=1[F:12])=O.[Cl:13][C:14]1[C:15]([NH2:20])=[N:16][CH:17]=[CH:18][N:19]=1, predict the reaction product. The product is: [Cl:13][C:14]1[C:15]2[N:16]([CH:2]=[C:3]([C:5]3[CH:10]=[CH:9][C:8]([F:11])=[CH:7][C:6]=3[F:12])[N:20]=2)[CH:17]=[CH:18][N:19]=1.